This data is from NCI-60 drug combinations with 297,098 pairs across 59 cell lines. The task is: Regression. Given two drug SMILES strings and cell line genomic features, predict the synergy score measuring deviation from expected non-interaction effect. (1) Drug 1: C1=CC(=CC=C1C#N)C(C2=CC=C(C=C2)C#N)N3C=NC=N3. Drug 2: CC1C(C(CC(O1)OC2CC(OC(C2O)C)OC3=CC4=CC5=C(C(=O)C(C(C5)C(C(=O)C(C(C)O)O)OC)OC6CC(C(C(O6)C)O)OC7CC(C(C(O7)C)O)OC8CC(C(C(O8)C)O)(C)O)C(=C4C(=C3C)O)O)O)O. Cell line: SF-539. Synergy scores: CSS=51.5, Synergy_ZIP=0.828, Synergy_Bliss=-0.158, Synergy_Loewe=-7.49, Synergy_HSA=-1.53. (2) Drug 1: C1CCN(CC1)CCOC2=CC=C(C=C2)C(=O)C3=C(SC4=C3C=CC(=C4)O)C5=CC=C(C=C5)O. Drug 2: C1CNP(=O)(OC1)N(CCCl)CCCl. Cell line: SF-539. Synergy scores: CSS=0.0190, Synergy_ZIP=-1.46, Synergy_Bliss=-2.25, Synergy_Loewe=-0.678, Synergy_HSA=-1.28. (3) Synergy scores: CSS=37.0, Synergy_ZIP=8.80, Synergy_Bliss=12.0, Synergy_Loewe=-6.42, Synergy_HSA=10.8. Drug 1: CC1=C2C(C(=O)C3(C(CC4C(C3C(C(C2(C)C)(CC1OC(=O)C(C(C5=CC=CC=C5)NC(=O)OC(C)(C)C)O)O)OC(=O)C6=CC=CC=C6)(CO4)OC(=O)C)OC)C)OC. Drug 2: CC1=C(C=C(C=C1)C(=O)NC2=CC(=CC(=C2)C(F)(F)F)N3C=C(N=C3)C)NC4=NC=CC(=N4)C5=CN=CC=C5. Cell line: MALME-3M. (4) Drug 1: C1CCN(CC1)CCOC2=CC=C(C=C2)C(=O)C3=C(SC4=C3C=CC(=C4)O)C5=CC=C(C=C5)O. Drug 2: C1CC(=O)NC(=O)C1N2CC3=C(C2=O)C=CC=C3N. Cell line: COLO 205. Synergy scores: CSS=-8.87, Synergy_ZIP=4.90, Synergy_Bliss=-1.69, Synergy_Loewe=-4.32, Synergy_HSA=-7.70. (5) Drug 1: CC1=C(C(=CC=C1)Cl)NC(=O)C2=CN=C(S2)NC3=CC(=NC(=N3)C)N4CCN(CC4)CCO. Drug 2: CC1CCC2CC(C(=CC=CC=CC(CC(C(=O)C(C(C(=CC(C(=O)CC(OC(=O)C3CCCCN3C(=O)C(=O)C1(O2)O)C(C)CC4CCC(C(C4)OC)OCCO)C)C)O)OC)C)C)C)OC. Cell line: SF-295. Synergy scores: CSS=16.6, Synergy_ZIP=1.06, Synergy_Bliss=-1.97, Synergy_Loewe=-5.45, Synergy_HSA=-3.35.